This data is from Forward reaction prediction with 1.9M reactions from USPTO patents (1976-2016). The task is: Predict the product of the given reaction. (1) Given the reactants [CH2:1]([O:3][C:4]1[C:13]([NH:14][C:15](=[O:23])OC2C=CC=CC=2)=[N:12][C:11]2[C:6](=[CH:7][CH:8]=[CH:9][CH:10]=2)[N:5]=1)[CH3:2].[CH2:24]([C:26]1[CH:31]=[CH:30][CH:29]=[CH:28][C:27]=1[N:32]1[CH2:37][CH2:36][NH:35][CH2:34][CH2:33]1)[CH3:25], predict the reaction product. The product is: [CH2:1]([O:3][C:4]1[C:13]([NH:14][C:15]([N:35]2[CH2:36][CH2:37][N:32]([C:27]3[CH:28]=[CH:29][CH:30]=[CH:31][C:26]=3[CH2:24][CH3:25])[CH2:33][CH2:34]2)=[O:23])=[N:12][C:11]2[C:6](=[CH:7][CH:8]=[CH:9][CH:10]=2)[N:5]=1)[CH3:2]. (2) Given the reactants [CH3:1][O:2][C:3]1[CH:4]=[C:5]([C:15]2[N:16]=[C:17]3[CH:22]=[CH:21][CH:20]=[CH:19][N:18]3[CH:23]=2)[CH:6]=[CH:7][C:8]=1[C:9]1[CH:14]=[CH:13][CH:12]=[CH:11][N:10]=1, predict the reaction product. The product is: [CH3:1][O:2][C:3]1[CH:4]=[C:5]([C:15]2[N:16]=[C:17]3[CH2:22][CH2:21][CH2:20][CH2:19][N:18]3[CH:23]=2)[CH:6]=[CH:7][C:8]=1[C:9]1[CH:14]=[CH:13][CH:12]=[CH:11][N:10]=1. (3) Given the reactants [Cl-].[Cl:2][C:3]1[CH:28]=[CH:27][CH:26]=[CH:25][C:4]=1[CH2:5][P+](C1C=CC=CC=1)(C1C=CC=CC=1)C1C=CC=CC=1.[CH3:29][N:30]1[CH:34]=[CH:33][CH:32]=[C:31]1[CH:35]=O.[O-]CC.[Na+], predict the reaction product. The product is: [Cl:2][C:3]1[CH:28]=[CH:27][CH:26]=[CH:25][C:4]=1[CH:5]=[CH:35][C:31]1[N:30]([CH3:29])[CH:34]=[CH:33][CH:32]=1. (4) Given the reactants Cl[C:2]1[C:11]2[C:6](=[CH:7][CH:8]=[CH:9][CH:10]=2)[N:5]=[CH:4][C:3]=1[N+:12]([O-:14])=[O:13].C(N(CC)CC)C.[NH2:22][CH2:23][C:24]1([OH:34])[CH2:33][CH2:32][C:27]2([O:31][CH2:30][CH2:29][O:28]2)[CH2:26][CH2:25]1, predict the reaction product. The product is: [N+:12]([C:3]1[CH:4]=[N:5][C:6]2[C:11]([C:2]=1[NH:22][CH2:23][C:24]1([OH:34])[CH2:33][CH2:32][C:27]3([O:31][CH2:30][CH2:29][O:28]3)[CH2:26][CH2:25]1)=[CH:10][CH:9]=[CH:8][CH:7]=2)([O-:14])=[O:13].